Task: Predict which catalyst facilitates the given reaction.. Dataset: Catalyst prediction with 721,799 reactions and 888 catalyst types from USPTO Reactant: [F:1][C:2]([F:15])([F:14])[C:3]1[CH:8]=[CH:7][C:6]([C:9]([F:12])([F:11])[F:10])=[CH:5][C:4]=1Br.[OH:16][CH:17]1[CH2:21][CH2:20][NH:19][CH2:18]1.C1(P(C2C=CC=CC=2)C2C=CC3C(=CC=CC=3)C=2C2C3C(=CC=CC=3)C=CC=2P(C2C=CC=CC=2)C2C=CC=CC=2)C=CC=CC=1.C(=O)([O-])[O-].[Cs+].[Cs+]. Product: [F:1][C:2]([F:15])([F:14])[C:3]1[CH:8]=[CH:7][C:6]([C:9]([F:12])([F:11])[F:10])=[CH:5][C:4]=1[N:19]1[CH2:20][CH2:21][CH:17]([OH:16])[CH2:18]1. The catalyst class is: 493.